This data is from Full USPTO retrosynthesis dataset with 1.9M reactions from patents (1976-2016). The task is: Predict the reactants needed to synthesize the given product. Given the product [CH2:1]([O:8][C:9]1[CH:14]=[C:13]([O:15][CH3:16])[CH:12]=[CH:11][C:10]=1[CH:17]1[CH2:21][N:20]([C:22]2[CH:23]=[C:24]([CH:28]=[CH:29][CH:30]=2)[C:25]#[N:27])[C:19](=[O:31])[CH2:18]1)[C:2]1[CH:7]=[CH:6][CH:5]=[CH:4][CH:3]=1, predict the reactants needed to synthesize it. The reactants are: [CH2:1]([O:8][C:9]1[CH:14]=[C:13]([O:15][CH3:16])[CH:12]=[CH:11][C:10]=1[CH:17]1[CH2:21][N:20]([C:22]2[CH:23]=[C:24]([CH:28]=[CH:29][CH:30]=2)[C:25]([NH2:27])=O)[C:19](=[O:31])[CH2:18]1)[C:2]1[CH:7]=[CH:6][CH:5]=[CH:4][CH:3]=1.